The task is: Predict the reactants needed to synthesize the given product.. This data is from Full USPTO retrosynthesis dataset with 1.9M reactions from patents (1976-2016). Given the product [Cl:1][C:2]1[CH:7]=[CH:6][CH:5]=[CH:4][C:3]=1[N:8]1[C:12]2=[N:13][CH:14]=[N:15][C:16]([O:17][CH:18]([CH2:19][CH2:20][C:21]([NH:37][CH3:36])=[O:22])[C:24]([NH:26][C:27]3[CH:32]=[CH:31][C:30]([CH3:33])=[CH:29][N:28]=3)=[O:25])=[C:11]2[CH:10]=[N:9]1, predict the reactants needed to synthesize it. The reactants are: [Cl:1][C:2]1[CH:7]=[CH:6][CH:5]=[CH:4][C:3]=1[N:8]1[C:12]2=[N:13][CH:14]=[N:15][C:16]([O:17][CH:18]([C:24]([NH:26][C:27]3[CH:32]=[CH:31][C:30]([CH3:33])=[CH:29][N:28]=3)=[O:25])[CH2:19][CH2:20][C:21](O)=[O:22])=[C:11]2[CH:10]=[N:9]1.CN.[CH3:36][N:37](C(ON1N=NC2C=CC=CC1=2)=[N+](C)C)C.[B-](F)(F)(F)F.O.